From a dataset of Forward reaction prediction with 1.9M reactions from USPTO patents (1976-2016). Predict the product of the given reaction. (1) The product is: [N:2]1([CH2:7][C:8]([N:20]2[CH2:21][C@H:17]([CH2:16][C:15]3[CH:39]=[CH:40][CH:12]=[CH:13][CH:14]=3)[CH2:18][C@H:19]2[C:22]([NH:24][C:25]2[CH:30]=[CH:29][C:28]([O:31][C:32]3[CH:37]=[CH:36][C:35]([F:38])=[CH:34][CH:33]=3)=[CH:27][CH:26]=2)=[O:23])=[O:10])[CH:6]=[CH:5][N:4]=[N:3]1. Given the reactants Cl.[N:2]1([CH2:7][C:8]([OH:10])=O)[CH:6]=[CH:5][N:4]=[N:3]1.F[C:12]1[CH:40]=[CH:39][C:15]([CH2:16][C@H:17]2[CH2:21][NH:20][C@H:19]([C:22]([NH:24][C:25]3[CH:30]=[CH:29][C:28]([O:31][C:32]4[CH:37]=[CH:36][C:35]([F:38])=[CH:34][CH:33]=4)=[CH:27][CH:26]=3)=[O:23])[CH2:18]2)=[CH:14][CH:13]=1, predict the reaction product. (2) Given the reactants [CH2:1]([C:5]1[CH:10]=[CH:9][C:8]([C:11]#[C:12][C:13]2[CH:37]=[CH:36][C:16]([CH2:17][N:18]([C:29](=[O:35])[CH2:30][C:31]([CH3:34])([CH3:33])[CH3:32])[C:19]3[CH:20]=[CH:21][C:22]([F:28])=[C:23]([CH:27]=3)[C:24]([OH:26])=[O:25])=[CH:15][CH:14]=2)=[CH:7][CH:6]=1)[CH2:2][CH2:3][CH3:4].[CH3:38][NH:39][CH2:40][C@@H:41]([C@H:43]([C@@H:45]([C@@H:47]([CH2:49][OH:50])[OH:48])[OH:46])[OH:44])[OH:42], predict the reaction product. The product is: [CH3:38][NH:39][CH2:40][C@@H:41]([C@H:43]([C@@H:45]([C@@H:47]([CH2:49][OH:50])[OH:48])[OH:46])[OH:44])[OH:42].[CH2:1]([C:5]1[CH:6]=[CH:7][C:8]([C:11]#[C:12][C:13]2[CH:37]=[CH:36][C:16]([CH2:17][N:18]([C:29](=[O:35])[CH2:30][C:31]([CH3:33])([CH3:32])[CH3:34])[C:19]3[CH:20]=[CH:21][C:22]([F:28])=[C:23]([CH:27]=3)[C:24]([OH:26])=[O:25])=[CH:15][CH:14]=2)=[CH:9][CH:10]=1)[CH2:2][CH2:3][CH3:4]. (3) Given the reactants Br[C:2]1[C:3]([C:14]2[S:15][CH:16]=[C:17]([C:19]([F:22])([F:21])[F:20])[N:18]=2)=[CH:4][C:5]([NH:8][C:9]([NH:11][CH2:12][CH3:13])=[O:10])=[N:6][CH:7]=1.C(=O)([O-])[O-].[Cs+].[Cs+].CC1(C)C(C)(C)OB([C:37]2[CH:38]=[N:39][CH:40]=[C:41]([CH:44]=2)[C:42]#[N:43])O1, predict the reaction product. The product is: [C:42]([C:41]1[CH:44]=[C:37]([C:2]2[CH:7]=[N:6][C:5]([NH:8][C:9]([NH:11][CH2:12][CH3:13])=[O:10])=[CH:4][C:3]=2[C:14]2[S:15][CH:16]=[C:17]([C:19]([F:22])([F:21])[F:20])[N:18]=2)[CH:38]=[N:39][CH:40]=1)#[N:43].